This data is from Reaction yield outcomes from USPTO patents with 853,638 reactions. The task is: Predict the reaction yield, written as a fraction of the theoretical maximum amount of product (1.0 means a 100% yield; for example, 0.34 means a 34% yield). (1) The reactants are [H-].[Na+].[NH:3]1[C:11]2[C:6](=[CH:7][CH:8]=[CH:9][CH:10]=2)[CH:5]=[C:4]1[C:12]([O:14][CH2:15][CH3:16])=[O:13].Br[CH2:18][C:19]#[N:20]. The catalyst is CN(C=O)C. The product is [C:19]([CH2:18][N:3]1[C:11]2[C:6](=[CH:7][CH:8]=[CH:9][CH:10]=2)[CH:5]=[C:4]1[C:12]([O:14][CH2:15][CH3:16])=[O:13])#[N:20]. The yield is 0.900. (2) The reactants are C([O:3][C:4](=[O:29])[CH2:5][C:6]1[N:7]=[C:8]([NH:11][C:12]([NH:14][C:15]2[CH:20]=[CH:19][C:18]([CH3:21])=[CH:17][C:16]=2[C:22]([CH:24]2[CH2:28][CH2:27][CH2:26][CH2:25]2)=[O:23])=[O:13])[S:9][CH:10]=1)C.[Br:30]N1C(=O)CCC1=O. The catalyst is C(O)(=O)C. The product is [Br:30][C:10]1[S:9][C:8]([NH:11][C:12]([NH:14][C:15]2[CH:20]=[CH:19][C:18]([CH3:21])=[CH:17][C:16]=2[C:22]([CH:24]2[CH2:28][CH2:27][CH2:26][CH2:25]2)=[O:23])=[O:13])=[N:7][C:6]=1[CH2:5][C:4]([OH:3])=[O:29]. The yield is 0.570. (3) The reactants are [NH2:1][OH:2].C([SiH2][O:8][C:9](C)(C)[C:10]1[CH:11]=[C:12]([CH:15]=[CH:16][CH:17]=1)[C:13]#[N:14])(C)(C)C.N1C=CC=CC=1.[S:26](Cl)(Cl)=[O:27].Cl. The catalyst is C(O)(C)C.[Cl-].[Na+].O.O1CCCC1.ClCCl. The product is [O:27]=[S:26]1[NH:14][C:13]([C:12]2[CH:11]=[C:10]([CH2:9][OH:8])[CH:17]=[CH:16][CH:15]=2)=[N:1][O:2]1. The yield is 0.910. (4) The reactants are [Br:1][CH2:2][C:3]1[CH:12]=[CH:11][C:10]2[C:5](=[CH:6][CH:7]=[C:8](F)[CH:9]=2)[N:4]=1.[F:14]C1C=CC=C2C=1N=C(C)C=C2. No catalyst specified. The product is [Br:1][CH2:2][C:3]1[CH:12]=[CH:11][C:10]2[C:5](=[C:6]([F:14])[CH:7]=[CH:8][CH:9]=2)[N:4]=1. The yield is 0.360. (5) The reactants are [CH:1]([N:4]1[C:8]([C:9]2[S:10][C:11]3[CH2:12][CH2:13][O:14][C:15]4[CH:22]=[CH:21][C:20]([CH:23]=[O:24])=[CH:19][C:16]=4[C:17]=3[N:18]=2)=[N:7][CH:6]=[N:5]1)([CH3:3])[CH3:2].[F:25][C:26]([Si](C)(C)C)([F:28])[F:27].CCCC[N+](CCCC)(CCCC)CCCC.[F-]. The catalyst is C1COCC1. The product is [F:25][C:26]([F:28])([F:27])[CH:23]([C:20]1[CH:21]=[CH:22][C:15]2[O:14][CH2:13][CH2:12][C:11]3[S:10][C:9]([C:8]4[N:4]([CH:1]([CH3:3])[CH3:2])[N:5]=[CH:6][N:7]=4)=[N:18][C:17]=3[C:16]=2[CH:19]=1)[OH:24]. The yield is 0.0600. (6) The product is [O:1]1[CH2:6][CH2:5][N:4]([CH2:7][CH:8]2[S:12][C:11]([C:13]3[NH:14][C:15]4[C:20]([CH:21]=3)=[CH:19][CH:18]=[CH:17][C:16]=4[N:22]([S:27]([C:30]3[S:31][CH:32]=[CH:33][CH:34]=3)(=[O:28])=[O:29])[C:39](=[O:48])[CH2:38][NH2:37])=[N:10][CH2:9]2)[CH2:3][CH2:2]1. The yield is 0.710. The reactants are [O:1]1[CH2:6][CH2:5][N:4]([CH2:7][CH:8]2[S:12][C:11]([C:13]3[NH:14][C:15]4[C:20]([CH:21]=3)=[CH:19][CH:18]=[CH:17][C:16]=4[N:22]([S:27]([C:30]3[S:31][CH:32]=[CH:33][CH:34]=3)(=[O:29])=[O:28])CC(O)=O)=[N:10][CH2:9]2)[CH2:3][CH2:2]1.Cl.C[N:37](C)[CH2:38][CH2:39]CN=C=NCC.C(=O)([O-])[OH:48].[Na+]. The catalyst is CN(C)C=O. (7) The reactants are C([N:4]1[C:12]2[C:7](=[CH:8][C:9]([C:13]([NH:15][CH2:16][CH2:17][CH2:18][C:19]([O:21]C)=O)=[O:14])=[CH:10][CH:11]=2)[C:6]([C:23]2[CH:28]=[CH:27][C:26]([F:29])=[CH:25][CH:24]=2)=[N:5]1)(=O)C.[NH3:30]. The catalyst is CO. The product is [C:19]([CH2:18][CH2:17][CH2:16][NH:15][C:13]([C:9]1[CH:8]=[C:7]2[C:12](=[CH:11][CH:10]=1)[NH:4][N:5]=[C:6]2[C:23]1[CH:24]=[CH:25][C:26]([F:29])=[CH:27][CH:28]=1)=[O:14])(=[O:21])[NH2:30]. The yield is 0.430. (8) The reactants are [CH3:1][O:2][C:3]1[CH:4]=[C:5]([C:11]([C:13]2[CH:18]=[CH:17][C:16]([O:19][CH3:20])=[C:15]([O:21][CH2:22][CH3:23])[CH:14]=2)=O)[CH:6]=[C:7]([O:9][CH3:10])[CH:8]=1.C(OP([CH2:32][C:33]#[N:34])(=O)OCC)C.C[Si]([N-][Si](C)(C)C)(C)C.[Li+].COC1C=C(C(C2C=CC=C(OC)C=2)=CC#N)C=C(OC)C=1. The catalyst is C1COCC1. The product is [CH3:1][O:2][C:3]1[CH:4]=[C:5]([C:11]([C:13]2[CH:18]=[CH:17][C:16]([O:19][CH3:20])=[C:15]([O:21][CH2:22][CH3:23])[CH:14]=2)=[CH:32][C:33]#[N:34])[CH:6]=[C:7]([O:9][CH3:10])[CH:8]=1. The yield is 0.890. (9) The reactants are [CH:1]1([C:4]2[C:5]([N:25]([CH2:30][CH2:31][CH2:32][CH2:33][S:34]([CH3:37])(=[O:36])=[O:35])[S:26]([CH3:29])(=[O:28])=[O:27])=[CH:6][C:7]3[O:11][C:10]([C:12]4[CH:17]=[CH:16][C:15]([OH:18])=[CH:14][CH:13]=4)=[C:9]([C:19]4[NH:20][CH:21]=[CH:22][N:23]=4)[C:8]=3[CH:24]=2)[CH2:3][CH2:2]1.[F:38][C:39]([F:54])([S:50](F)(=[O:52])=[O:51])[C:40]([F:49])([F:48])[C:41]([F:47])([F:46])[C:42]([F:45])([F:44])[F:43].C(=O)([O-])[O-].[K+].[K+]. The catalyst is CN(C)C=O. The product is [F:54][C:39]([F:38])([S:50]([O:18][C:15]1[CH:16]=[CH:17][C:12]([C:10]2[O:11][C:7]3[CH:6]=[C:5]([N:25]([CH2:30][CH2:31][CH2:32][CH2:33][S:34]([CH3:37])(=[O:35])=[O:36])[S:26]([CH3:29])(=[O:27])=[O:28])[C:4]([CH:1]4[CH2:3][CH2:2]4)=[CH:24][C:8]=3[C:9]=2[C:19]2[NH:23][CH:22]=[CH:21][N:20]=2)=[CH:13][CH:14]=1)(=[O:52])=[O:51])[C:40]([F:48])([F:49])[C:41]([F:47])([F:46])[C:42]([F:45])([F:44])[F:43]. The yield is 0.950. (10) The reactants are [CH:1]1([CH2:6][C@H:7]([CH2:11][N:12]([CH:20]=[O:21])[O:13][CH:14]2[CH2:19][CH2:18][CH2:17][CH2:16][O:15]2)[C:8]([OH:10])=O)[CH2:5][CH2:4][CH2:3][CH2:2]1.[F:22][C:23]1[C:24]([NH:40][NH2:41])=[N:25][C:26]([CH3:39])=[N:27][C:28]=1[N:29]1[CH2:32][C:31]([CH3:38])([N:33]2[CH2:37][CH2:36][CH2:35][CH2:34]2)[CH2:30]1.C(Cl)CCl.C1C=NC2N(O)N=NC=2C=1.CN1CCOCC1. The catalyst is CN(C=O)C. The product is [CH:1]1([CH2:6][C@@H:7]([C:8]([NH:41][NH:40][C:24]2[C:23]([F:22])=[C:28]([N:29]3[CH2:30][C:31]([CH3:38])([N:33]4[CH2:37][CH2:36][CH2:35][CH2:34]4)[CH2:32]3)[N:27]=[C:26]([CH3:39])[N:25]=2)=[O:10])[CH2:11][N:12]([O:13][CH:14]2[CH2:19][CH2:18][CH2:17][CH2:16][O:15]2)[CH:20]=[O:21])[CH2:2][CH2:3][CH2:4][CH2:5]1. The yield is 0.580.